Dataset: Peptide-MHC class II binding affinity with 134,281 pairs from IEDB. Task: Regression. Given a peptide amino acid sequence and an MHC pseudo amino acid sequence, predict their binding affinity value. This is MHC class II binding data. (1) The peptide sequence is SLLNNQFGTMPSLTM. The MHC is DRB1_1101 with pseudo-sequence DRB1_1101. The binding affinity (normalized) is 0.445. (2) The peptide sequence is QQIKFAALSARAVAL. The MHC is HLA-DQA10102-DQB10502 with pseudo-sequence HLA-DQA10102-DQB10502. The binding affinity (normalized) is 0.206. (3) The peptide sequence is GPATPAAPAAGYTPA. The MHC is DRB3_0101 with pseudo-sequence DRB3_0101. The binding affinity (normalized) is 0.132.